The task is: Predict the reactants needed to synthesize the given product.. This data is from Full USPTO retrosynthesis dataset with 1.9M reactions from patents (1976-2016). Given the product [CH2:22]([O:18][C:17](=[O:19])[C:16]1[CH:20]=[CH:21][C:13]([C:10]2[CH:9]=[CH:8][C:7]([OH:6])=[CH:12][CH:11]=2)=[CH:14][CH:15]=1)[CH3:23], predict the reactants needed to synthesize it. The reactants are: S(=O)(=O)(O)O.[OH:6][C:7]1[CH:12]=[CH:11][C:10]([C:13]2[CH:21]=[CH:20][C:16]([C:17]([OH:19])=[O:18])=[CH:15][CH:14]=2)=[CH:9][CH:8]=1.[CH3:22][CH2:23]CCCC.